From a dataset of Catalyst prediction with 721,799 reactions and 888 catalyst types from USPTO. Predict which catalyst facilitates the given reaction. (1) Product: [CH2:13]([N:12]1[C:8]([C:5]2[CH:6]=[CH:7][C:2]([C:30]3[CH:29]=[CH:28][CH:27]=[C:26]([S:23]([CH3:22])(=[O:25])=[O:24])[CH:31]=3)=[CH:3][CH:4]=2)=[CH:9][C:10]([C:17]([O:19][CH2:20][CH3:21])=[O:18])=[N:11]1)[CH:14]([CH3:16])[CH3:15]. Reactant: Br[C:2]1[CH:7]=[CH:6][C:5]([C:8]2[N:12]([CH2:13][CH:14]([CH3:16])[CH3:15])[N:11]=[C:10]([C:17]([O:19][CH2:20][CH3:21])=[O:18])[CH:9]=2)=[CH:4][CH:3]=1.[CH3:22][S:23]([C:26]1[CH:27]=[C:28](B(O)O)[CH:29]=[CH:30][CH:31]=1)(=[O:25])=[O:24].C([O-])([O-])=O.[Na+].[Na+]. The catalyst class is: 70. (2) Reactant: [CH2:1]([C:5]1[CH:10]=[CH:9][C:8]([N:11]=[N:12][C:13]2[CH:18]=[CH:17][C:16]([OH:19])=[CH:15][CH:14]=2)=[CH:7][CH:6]=1)[CH2:2][CH2:3][CH3:4].[C:20](=O)([O-])[O-].[K+].[K+]. Product: [CH2:1]([C:5]1[CH:10]=[CH:9][C:8]([N:11]=[N:12][C:13]2[CH:14]=[CH:15][C:16]([O:19][CH3:20])=[CH:17][CH:18]=2)=[CH:7][CH:6]=1)[CH2:2][CH2:3][CH3:4]. The catalyst class is: 21.